Dataset: Reaction yield outcomes from USPTO patents with 853,638 reactions. Task: Predict the reaction yield, written as a fraction of the theoretical maximum amount of product (1.0 means a 100% yield; for example, 0.34 means a 34% yield). (1) The reactants are [CH2:1]([O:8][N:9]([C@H:22]1[CH2:27][N:26]([C:28]([O:30][C:31]([CH3:34])([CH3:33])[CH3:32])=[O:29])[C@H:25]([C:35](O)=[O:36])[CH2:24][CH2:23]1)[S:10]([C:13]1[CH:18]=[CH:17][CH:16]=[CH:15][C:14]=1[N+:19]([O-:21])=[O:20])(=[O:12])=[O:11])[C:2]1[CH:7]=[CH:6][CH:5]=[CH:4][CH:3]=1.CC[N:40]=C=NCCCN(C)C.C1C=CC2N(O)N=NC=2C=1.[NH4+].[Cl-].CCN(C(C)C)C(C)C. The catalyst is CN(C=O)C.CCOC(C)=O. The product is [CH2:1]([O:8][N:9]([C@H:22]1[CH2:27][N:26]([C:28]([O:30][C:31]([CH3:32])([CH3:33])[CH3:34])=[O:29])[C@H:25]([C:35](=[O:36])[NH2:40])[CH2:24][CH2:23]1)[S:10]([C:13]1[CH:18]=[CH:17][CH:16]=[CH:15][C:14]=1[N+:19]([O-:21])=[O:20])(=[O:12])=[O:11])[C:2]1[CH:3]=[CH:4][CH:5]=[CH:6][CH:7]=1. The yield is 0.860. (2) The reactants are [H-].[Al+3].[Li+].[H-].[H-].[H-].[C:7]1([CH2:17][C:18](O)=[O:19])[CH:12]=[CH:11][CH:10]=[C:9]([CH2:13][C:14](O)=[O:15])[CH:8]=1. The catalyst is C1COCC1. The product is [C:9]1([CH2:13][CH2:14][OH:15])[CH:10]=[CH:11][CH:12]=[C:7]([CH2:17][CH2:18][OH:19])[CH:8]=1. The yield is 0.620. (3) The reactants are [Cl:1][C:2]1[CH:11]=[CH:10][CH:9]=[C:8]2[C:3]=1[C:4](=[O:21])[N:5]([C:14]1[CH:19]=[CH:18][CH:17]=[CH:16][C:15]=1[CH3:20])[C:6]([CH2:12]Cl)=[N:7]2.O.[SH:23][C:24]1[N:32]=[CH:31][N:30]=[C:29]2[C:25]=1[NH:26][CH:27]=[N:28]2.C([O-])([O-])=O.[K+].[K+]. The catalyst is CN(C=O)C. The product is [Cl:1][C:2]1[CH:11]=[CH:10][CH:9]=[C:8]2[C:3]=1[C:4](=[O:21])[N:5]([C:14]1[CH:19]=[CH:18][CH:17]=[CH:16][C:15]=1[CH3:20])[C:6]([CH2:12][S:23][C:24]1[N:32]=[CH:31][N:30]=[C:29]3[C:25]=1[N:26]=[CH:27][NH:28]3)=[N:7]2. The yield is 0.460. (4) The reactants are [OH:1][C:2]1[CH:3]=[C:4]([NH:9][C:10]2[S:11][CH:12]=[C:13]([C:15]([O:17][CH2:18][CH3:19])=[O:16])[N:14]=2)[CH:5]=[CH:6][C:7]=1[CH3:8].C([O-])([O-])=O.[K+].[K+].Br[CH2:27][CH:28]=[C:29]([CH3:31])[CH3:30]. The catalyst is CC(C)=O. The product is [CH3:8][C:7]1[CH:6]=[CH:5][C:4]([NH:9][C:10]2[S:11][CH:12]=[C:13]([C:15]([O:17][CH2:18][CH3:19])=[O:16])[N:14]=2)=[CH:3][C:2]=1[O:1][CH2:27][CH:28]=[C:29]([CH3:31])[CH3:30]. The yield is 0.570. (5) The reactants are [Cl-].O[NH3+:3].[C:4](=[O:7])([O-])[OH:5].[Na+].CS(C)=O.[N:13]1([CH:19]([C:21]2[N:22]=[C:23]([CH2:43][CH2:44][CH3:45])[N:24]([CH2:28][C:29]3[CH:34]=[CH:33][C:32]([C:35]4[C:36]([C:41]#[N:42])=[CH:37][CH:38]=[CH:39][CH:40]=4)=[CH:31][CH:30]=3)[C:25](=[O:27])[CH:26]=2)[CH3:20])[CH2:18][CH2:17][O:16][CH2:15][CH2:14]1. The catalyst is C(OCC)(=O)C. The product is [N:13]1([CH:19]([C:21]2[N:22]=[C:23]([CH2:43][CH2:44][CH3:45])[N:24]([CH2:28][C:29]3[CH:34]=[CH:33][C:32]([C:35]4[CH:40]=[CH:39][CH:38]=[CH:37][C:36]=4[C:41]4[NH:3][C:4](=[O:7])[O:5][N:42]=4)=[CH:31][CH:30]=3)[C:25](=[O:27])[CH:26]=2)[CH3:20])[CH2:18][CH2:17][O:16][CH2:15][CH2:14]1. The yield is 0.260. (6) The reactants are C[O:2][C:3]1[CH:8]=[CH:7][C:6]([CH2:9][CH2:10][CH2:11][CH2:12][C:13]2[CH:18]=[CH:17][C:16]([CH2:19][C:20]([O:22][CH3:23])=[O:21])=[CH:15][CH:14]=2)=[CH:5][CH:4]=1.B(Br)(Br)Br. The catalyst is C(Cl)Cl. The product is [OH:2][C:3]1[CH:8]=[CH:7][C:6]([CH2:9][CH2:10][CH2:11][CH2:12][C:13]2[CH:14]=[CH:15][C:16]([CH2:19][C:20]([O:22][CH3:23])=[O:21])=[CH:17][CH:18]=2)=[CH:5][CH:4]=1. The yield is 0.700. (7) The product is [NH2:1][C:2]1[CH:7]=[CH:6][C:5]([C:8]2[N:13]=[C:12]([N:14]3[CH2:15][CH2:16][O:17][CH2:18][CH2:19]3)[C:11]3=[CH:20][C:21]([C:23]([OH:25])=[O:24])=[CH:22][N:10]3[N:9]=2)=[CH:4][CH:3]=1. The catalyst is C(O)C. The yield is 0.685. The reactants are [NH2:1][C:2]1[CH:7]=[CH:6][C:5]([C:8]2[N:13]=[C:12]([N:14]3[CH2:19][CH2:18][O:17][CH2:16][CH2:15]3)[C:11]3=[CH:20][C:21]([C:23]([O:25]C)=[O:24])=[CH:22][N:10]3[N:9]=2)=[CH:4][CH:3]=1.[OH-].[Na+].C(O)(=O)C. (8) The reactants are [CH3:1][N:2]([CH3:12])[C:3]1[CH:8]=[CH:7][C:6]([C:9](=[O:11])[CH3:10])=[CH:5][CH:4]=1.ClC1C=C(C2O[N:24]=[C:23]([C:26]([OH:28])=[O:27])C=2)C=CC=1F. No catalyst specified. The product is [CH3:12][N:2]([CH3:1])[C:3]1[CH:8]=[CH:7][C:6]([C:9]2[O:11][N:24]=[C:23]([C:26]([OH:28])=[O:27])[CH:10]=2)=[CH:5][CH:4]=1. The yield is 0.146.